This data is from Reaction yield outcomes from USPTO patents with 853,638 reactions. The task is: Predict the reaction yield, written as a fraction of the theoretical maximum amount of product (1.0 means a 100% yield; for example, 0.34 means a 34% yield). (1) The reactants are [CH3:1][O:2][C:3]([C:5]1[S:6][C:7]([C:27]#[C:28][C:29]([CH3:32])([CH3:31])[CH3:30])=[CH:8][C:9]=1[N:10]([C@H:20]1[CH2:25][CH2:24][C@H:23](F)[CH2:22][CH2:21]1)[C:11]([C@H:13]1[CH2:18][CH2:17][C@H:16]([CH3:19])[CH2:15][CH2:14]1)=[O:12])=[O:4].O.O.[OH-].[Li+]. The catalyst is C1COCC1. The product is [CH3:1][O:2][C:3]([C:5]1[S:6][C:7]([C:27]#[C:28][C:29]([CH3:30])([CH3:32])[CH3:31])=[CH:8][C:9]=1[N:10]([CH:20]1[CH2:25][CH2:24][CH:23]=[CH:22][CH2:21]1)[C:11]([C@H:13]1[CH2:14][CH2:15][C@H:16]([CH3:19])[CH2:17][CH2:18]1)=[O:12])=[O:4]. The yield is 0.660. (2) The reactants are [N+:1]([C:4]1[CH:8]=[CH:7][NH:6][N:5]=1)([O-:3])=[O:2].[H-].[Na+].Br[CH2:12][CH2:13][CH3:14]. The catalyst is CN(C)C=O.C(OCC)(=O)C. The product is [N+:1]([C:4]1[CH:8]=[CH:7][N:6]([CH2:12][CH2:13][CH3:14])[N:5]=1)([O-:3])=[O:2]. The yield is 0.670. (3) The catalyst is C1COCC1.CCOC(C)=O. The product is [Cl:9][C:10]1[CH:15]=[CH:14][N:13]=[C:12]2[N:16]([S:19]([C:22]3[CH:27]=[CH:26][C:25]([CH3:28])=[CH:24][CH:23]=3)(=[O:21])=[O:20])[C:17]([Sn:29]([CH2:34][CH2:35][CH2:36][CH3:37])([CH2:38][CH2:39][CH2:40][CH3:41])[CH2:30][CH2:31][CH2:32][CH3:33])=[CH:18][C:11]=12. The yield is 0.790. The reactants are [Li+].CC([N-]C(C)C)C.[Cl:9][C:10]1[CH:15]=[CH:14][N:13]=[C:12]2[N:16]([S:19]([C:22]3[CH:27]=[CH:26][C:25]([CH3:28])=[CH:24][CH:23]=3)(=[O:21])=[O:20])[CH:17]=[CH:18][C:11]=12.[Sn:29](Cl)([CH2:38][CH2:39][CH2:40][CH3:41])([CH2:34][CH2:35][CH2:36][CH3:37])[CH2:30][CH2:31][CH2:32][CH3:33].O. (4) The reactants are P(Cl)(Cl)(Cl)=O.[CH2:6]([O:13][C:14]1[CH:31]=[CH:30][C:29]2[C@@H:28]3[C@H:19]([C@H:20]4[C@@:24]([CH2:26][CH2:27]3)([CH3:25])[C:23](O)([C:32]([F:35])([F:34])[F:33])[CH2:22][CH:21]4[CH2:37][CH2:38][CH2:39][CH2:40][O:41][C:42](=[O:47])[C:43]([CH3:46])([CH3:45])[CH3:44])[CH2:18][CH2:17][C:16]=2[CH:15]=1)[C:7]1[CH:12]=[CH:11][CH:10]=[CH:9][CH:8]=1. The catalyst is N1C=CC=CC=1. The product is [CH2:6]([O:13][C:14]1[CH:31]=[CH:30][C:29]2[C@@H:28]3[C@H:19]([C@H:20]4[C@@:24]([CH2:26][CH2:27]3)([CH3:25])[C:23]([C:32]([F:34])([F:35])[F:33])=[CH:22][CH:21]4[CH2:37][CH2:38][CH2:39][CH2:40][O:41][C:42](=[O:47])[C:43]([CH3:46])([CH3:45])[CH3:44])[CH2:18][CH2:17][C:16]=2[CH:15]=1)[C:7]1[CH:12]=[CH:11][CH:10]=[CH:9][CH:8]=1. The yield is 0.780. (5) The reactants are C[O:2][C:3]1[CH:4]=[C:5]2[C:10](=[CH:11][C:12]=1[O:13]C)[NH:9][C:8](=[O:15])[N:7]=[CH:6]2.C(OC(=O)C)(=O)C. The catalyst is Br. The product is [OH:2][C:3]1[CH:4]=[C:5]2[C:10](=[CH:11][C:12]=1[OH:13])[NH:9][C:8](=[O:15])[N:7]=[CH:6]2. The yield is 0.750. (6) The reactants are [CH3:1][O:2][C:3]1[CH:8]=[CH:7][CH:6]=[CH:5][C:4]=1[S:9]([NH:12][CH2:13][C:14]1[CH:19]=[CH:18][C:17](B(O)O)=[CH:16][CH:15]=1)(=[O:11])=[O:10].[Br:23][C:24]1[CH:25]=[C:26](I)[CH:27]=[C:28]([CH:33]=1)[C:29]([O:31][CH3:32])=[O:30].CCN(CC)CC. The catalyst is C1C=CC(P(C2C=CC=CC=2)C2C=CC=CC=2)=CC=1.C1C=CC(P(C2C=CC=CC=2)C2C=CC=CC=2)=CC=1.Cl[Pd]Cl.C(O)C. The product is [Br:23][C:24]1[CH:25]=[C:26]([C:17]2[CH:18]=[CH:19][C:14]([CH2:13][NH:12][S:9]([C:4]3[CH:5]=[CH:6][CH:7]=[CH:8][C:3]=3[O:2][CH3:1])(=[O:11])=[O:10])=[CH:15][CH:16]=2)[CH:27]=[C:28]([CH:33]=1)[C:29]([O:31][CH3:32])=[O:30]. The yield is 0.630. (7) The reactants are F[P-](F)(F)(F)(F)F.N1(OC(N(C)C)=[N+](C)C)C2N=CC=CC=2N=N1.[C:25]([O:29][C:30]([NH:32][C:33]1([C:48](O)=[O:49])[CH2:38][CH2:37][N:36]([C:39]2[C:40]3[CH:47]=[CH:46][NH:45][C:41]=3[N:42]=[CH:43][N:44]=2)[CH2:35][CH2:34]1)=[O:31])([CH3:28])([CH3:27])[CH3:26].C(N(CC)C(C)C)(C)C.[NH2:60][C@H:61]([C:67]1[CH:72]=[CH:71][C:70]([Cl:73])=[CH:69][CH:68]=1)[CH2:62][C:63]([O:65][CH3:66])=[O:64]. The catalyst is CN1C(=O)CCC1.CCOC(C)=O. The product is [C:25]([O:29][C:30]([NH:32][C:33]1([C:48]([NH:60][C@H:61]([C:67]2[CH:68]=[CH:69][C:70]([Cl:73])=[CH:71][CH:72]=2)[CH2:62][C:63]([O:65][CH3:66])=[O:64])=[O:49])[CH2:38][CH2:37][N:36]([C:39]2[C:40]3[CH:47]=[CH:46][NH:45][C:41]=3[N:42]=[CH:43][N:44]=2)[CH2:35][CH2:34]1)=[O:31])([CH3:26])([CH3:28])[CH3:27]. The yield is 0.820. (8) The reactants are S(Cl)([Cl:3])=O.[CH2:5]([N:7]([CH2:11]CO)[CH2:8][CH2:9]O)[CH3:6].C(=O)([O-])O.[Na+].Cl[CH2:20][Cl:21]. No catalyst specified. The product is [Cl:3][CH2:9][CH2:8][N:7]([CH2:11][CH2:20][Cl:21])[CH2:5][CH3:6]. The yield is 0.760.